Dataset: Forward reaction prediction with 1.9M reactions from USPTO patents (1976-2016). Task: Predict the product of the given reaction. (1) Given the reactants [NH2:1][CH:2]([C:9]1[CH:14]=[C:13]([Cl:15])[CH:12]=[C:11]([Cl:16])[CH:10]=1)[CH2:3][C:4]([O:6][CH2:7][CH3:8])=[O:5].[CH2:17]([O:24][CH2:25][CH:26]([NH:30][C:31]([O:33][CH2:34][CH2:35][CH2:36][NH:37][C:38]1[CH:43]=[CH:42][CH:41]=[CH:40][N:39]=1)=[O:32])[C:27](O)=[O:28])[C:18]1[CH:23]=[CH:22][CH:21]=[CH:20][CH:19]=1.Cl.CN(C)CCCN=C=NCC.CN1CCOCC1, predict the reaction product. The product is: [CH2:17]([O:24][CH2:25][CH:26]([NH:30][C:31]([O:33][CH2:34][CH2:35][CH2:36][NH:37][C:38]1[CH:43]=[CH:42][CH:41]=[CH:40][N:39]=1)=[O:32])[C:27]([NH:1][CH:2]([C:9]1[CH:10]=[C:11]([Cl:16])[CH:12]=[C:13]([Cl:15])[CH:14]=1)[CH2:3][C:4]([O:6][CH2:7][CH3:8])=[O:5])=[O:28])[C:18]1[CH:23]=[CH:22][CH:21]=[CH:20][CH:19]=1. (2) Given the reactants [Cl:1][C:2]1[N:10]=[C:9]([Cl:11])[CH:8]=[CH:7][C:3]=1[C:4](Cl)=[O:5].CN[C:14]([NH:21][CH3:22])=[CH:15][C:16]([O:18][CH2:19][CH3:20])=[O:17].[CH2:23](N(CC)CC)C, predict the reaction product. The product is: [Cl:1][C:2]1[C:3]([C:4](/[C:15](=[CH:14]/[N:21]([CH3:22])[CH3:23])/[C:16]([O:18][CH2:19][CH3:20])=[O:17])=[O:5])=[CH:7][CH:8]=[C:9]([Cl:11])[N:10]=1. (3) The product is: [CH2:1]([O:8][C:9](=[O:17])[CH2:10][CH2:11][CH:12]([Br:18])[C:14]([OH:16])=[O:15])[C:2]1[CH:7]=[CH:6][CH:5]=[CH:4][CH:3]=1. Given the reactants [CH2:1]([O:8][C:9](=[O:17])[CH2:10][CH2:11][C@@H:12]([C:14]([OH:16])=[O:15])N)[C:2]1[CH:7]=[CH:6][CH:5]=[CH:4][CH:3]=1.[Br-:18].[Na+].N([O-])=O.[Na+].S(=O)(=O)(O)O, predict the reaction product. (4) Given the reactants [CH3:1][N:2]([CH3:18])[CH:3]([C:5]1[N:9]2[N:10]=[CH:11][CH:12]=[CH:13][C:8]2=[C:7]([C:14]([OH:16])=O)[C:6]=1[CH3:17])[CH3:4].[NH2:19][CH2:20][C:21]1[C:22](=[O:30])[NH:23][C:24]([CH3:29])=[CH:25][C:26]=1[O:27][CH3:28].C(N(C(C)C)C(C)C)C.F[P-](F)(F)(F)(F)F.C(C(=NO[C+](N(C)C)N1CCOCC1)C(OCC)=O)#N, predict the reaction product. The product is: [CH3:18][N:2]([CH3:1])[CH:3]([C:5]1[N:9]2[N:10]=[CH:11][CH:12]=[CH:13][C:8]2=[C:7]([C:14]([NH:19][CH2:20][C:21]2[C:22](=[O:30])[NH:23][C:24]([CH3:29])=[CH:25][C:26]=2[O:27][CH3:28])=[O:16])[C:6]=1[CH3:17])[CH3:4]. (5) The product is: [CH:33]1([NH:36][CH:11]([C:10]2[C:2]([CH3:1])=[C:3]3[C:7](=[CH:8][CH:9]=2)[C:6](=[O:32])[O:5][CH2:4]3)[CH2:12][N:13]2[CH2:30][CH2:29][C:16]3([C:20](=[O:21])[N:19]([C:22]4[CH2:23][O:24][C:25](=[O:28])[C:26]=4[CH3:27])[CH2:18][CH2:17]3)[CH2:15][CH2:14]2)[CH2:35][CH2:34]1. Given the reactants [CH3:1][C:2]1[C:10]([C:11](=O)[CH2:12][N:13]2[CH2:30][CH2:29][C:16]3([C:20](=[O:21])[N:19]([C:22]4[CH2:23][O:24][C:25](=[O:28])[C:26]=4[CH3:27])[CH2:18][CH2:17]3)[CH2:15][CH2:14]2)=[CH:9][CH:8]=[C:7]2[C:3]=1[CH2:4][O:5][C:6]2=[O:32].[CH:33]1([NH2:36])[CH2:35][CH2:34]1.[BH3-]C#N.[Na+], predict the reaction product.